This data is from Full USPTO retrosynthesis dataset with 1.9M reactions from patents (1976-2016). The task is: Predict the reactants needed to synthesize the given product. Given the product [Cl:1][C:2]1[CH:3]=[C:4]2[C:8](=[CH:9][CH:10]=1)[NH:7][C:6]([C:11]([NH:13][C@@H:14]1[CH2:22][C:21]3[C:16](=[CH:17][CH:18]=[CH:19][CH:20]=3)[C@H:15]1[N:23]([C:33](=[O:38])[C@@H:34]([OH:37])[CH2:35][CH3:36])[CH2:24][CH2:25][OH:26])=[O:12])=[CH:5]2, predict the reactants needed to synthesize it. The reactants are: [Cl:1][C:2]1[CH:3]=[C:4]2[C:8](=[CH:9][CH:10]=1)[NH:7][C:6]([C:11]([NH:13][C@@H:14]1[CH2:22][C:21]3[C:16](=[CH:17][CH:18]=[CH:19][CH:20]=3)[C@H:15]1[N:23]([C:33](=[O:38])[C@@H:34]([OH:37])[CH2:35][CH3:36])[CH2:24][CH2:25][O:26]C1CCCCO1)=[O:12])=[CH:5]2.